From a dataset of Full USPTO retrosynthesis dataset with 1.9M reactions from patents (1976-2016). Predict the reactants needed to synthesize the given product. The reactants are: Cl[C:2]1[CH:3]=[C:4]([CH:9]=[CH:10][N:11]=1)[C:5]([O:7][CH3:8])=[O:6].[CH3:12][S:13]([C:16]1[CH:21]=[CH:20][C:19](B(O)O)=[CH:18][CH:17]=1)(=[O:15])=[O:14].C(=O)([O-])[O-].[K+].[K+].C(Cl)Cl. Given the product [CH3:12][S:13]([C:16]1[CH:21]=[CH:20][C:19]([C:2]2[CH:3]=[C:4]([CH:9]=[CH:10][N:11]=2)[C:5]([O:7][CH3:8])=[O:6])=[CH:18][CH:17]=1)(=[O:15])=[O:14], predict the reactants needed to synthesize it.